This data is from Experimentally validated miRNA-target interactions with 360,000+ pairs, plus equal number of negative samples. The task is: Binary Classification. Given a miRNA mature sequence and a target amino acid sequence, predict their likelihood of interaction. (1) The miRNA is hsa-miR-933 with sequence UGUGCGCAGGGAGACCUCUCCC. The protein sequence of the target gene is MSISALGGRTKGKPLPPGEEERNNVLKQMKVRTTLKGDKSWITKQDESEGRTIELPSGRSRATSFSSAGEVPKPRPPSTRAPTGYIIRGVFTKPIDSSSQPQQQFPKANGTPKSAASLVRTANAGPPRPSSSGYKMTTEDYKKLAPYNIRRSSTSGDTEEEEEEEVVPFSSDEQKRRSEAASGVLRRTAPREHSYVLSAAKKSTGPTQETQAPFIAKRVEVVEEDGPSEKSQDPPALARSTPGSNSADGGRTKASRAIWIECLPSMPSPAGSQELSSRGEEIVRLQILTPRAGLRLVAPD.... Result: 0 (no interaction). (2) The miRNA is hsa-miR-744-5p with sequence UGCGGGGCUAGGGCUAACAGCA. The protein sequence of the target gene is MEPNDSTSTAVEEPDSLEVLVKTLDSQTRTFIVGAQMNVKEFKEHIAASVSIPSEKQRLIYQGRVLQDDKKLQEYNVGGKVIHLVERAPPQTHLPSGASSGTGSASATHGGGSPPGTRGPGASVHDRNANSYVMVGTFNLPSDGSAVDVHINMEQAPIQSEPRVRLVMAQHMIRDIQTLLSRMETLPYLQCRGGPQPQHSQPPPQPPAVTPEPVALSSQTSEPVESEAPPREPMEAEEVEERAPAQNPELTPGPAPAGPTPAPETNAPNHPSPAEYVEVLQELQRLESRLQPFLQRYYEV.... Result: 1 (interaction). (3) The miRNA is hsa-miR-4526 with sequence GCUGACAGCAGGGCUGGCCGCU. The protein sequence of the target gene is MAIPGRQYGLILPKKTQPLHRVLQKPSVFGSDSDDDETSVSESLQREAAKKQAMKQTKLEIQKALAEDSTVYEYDSVYDEMQKKKEENNPKLLPGKDRKPKYIHNLLKAVEIRKKEQEKRMEKKIQREREMENGEFDDKEAFVTSAYKKKLEERAEEEEREKRAAALEAHLDVTKQKDLSGFYRHLLNQAVGEEAAPKSSFREARTVIKEEKLRGYPDETNSESRPPQQSCVLQRGAQEAEENPDADREFDDESSEDGEKRDHKVKSRGEDTGASMKHPKHHKNRAHSRSSSEERGLGTK.... Result: 0 (no interaction). (4) Result: 0 (no interaction). The protein sequence of the target gene is MASGDLYEVERIVDKRKNKKGKWEYLIRWKGYGSTEDTWEPEHHLLHCEEFIDEFNGLHLSKDKRVKSGKQAGASKLLRDARGLPVERLSHRPLEPGKSKPSSHKRKRVNSPLSRPKKGSSGKAPDRATKTVSYRTTPSGLQIMPLKKAQNGLENGDAGSEKDESHFGNGSHQPDLELNDQLGEQEASDCDGTHSALVENGVGSALTNGGLNLHSPVKRKLETEKDYVFDKRLRYSVRQNESNCRFRDIVVRKEEGFTHILLSSQTSDNNALTPEIMKEVRRALCNAATDDSKLLLLSAV.... The miRNA is mmu-miR-698-3p with sequence CAUUCUCGUUUCCUUCCCU. (5) The miRNA is hsa-miR-1322 with sequence GAUGAUGCUGCUGAUGCUG. The protein sequence of the target gene is MEADKDDTQQILKEHSPDEFIKDEQNKGLIDEITKKNIQLKKEIQKLETELQEATKEFQIKEDIPETKMKFLSVETPENDSQLSNISCSFQVSSKVPYEIQKGQALITFEKEEVAQNVVSMSKHHVQIKDVNLEVTAKPVPLNSGVRFQVYVEVSKMKINVTEIPDTLREDQMRDKLELSFSKSRNGGGEVDRVDYDRQSGSAVITFVEIGVADKILKKKEYPLYINQTCHRVTVSPYTEIHLKKYQIFSGTSKRTVLLTGMEGIQMDEEIVEDLINIHFQRAKNGGGEVDVVKCSLGQP.... Result: 0 (no interaction). (6) The miRNA is hsa-miR-664b-3p with sequence UUCAUUUGCCUCCCAGCCUACA. The protein sequence of the target gene is MADRLTQLQDAVNSLADQFCNAIGVLQQCGPPASFNNIQTAINKDQPANPTEEYAQLFAALIARTAKDIDVLIDSLPSEESTAALQAASLYKLEEENHEAATCLEDVVYRGDMLLEKIQSALADIAQSQLKTRSGTHSQSLPDS. Result: 1 (interaction).